The task is: Regression. Given a peptide amino acid sequence and an MHC pseudo amino acid sequence, predict their binding affinity value. This is MHC class I binding data.. This data is from Peptide-MHC class I binding affinity with 185,985 pairs from IEDB/IMGT. (1) The peptide sequence is LIHDNIMYTY. The MHC is HLA-A11:01 with pseudo-sequence HLA-A11:01. The binding affinity (normalized) is 0.494. (2) The peptide sequence is GLYNRHRGR. The MHC is HLA-A68:02 with pseudo-sequence HLA-A68:02. The binding affinity (normalized) is 0.0847. (3) The peptide sequence is YLEGLIHEV. The MHC is HLA-A68:02 with pseudo-sequence HLA-A68:02. The binding affinity (normalized) is 0.430. (4) The binding affinity (normalized) is 0.0847. The MHC is HLA-A24:03 with pseudo-sequence HLA-A24:03. The peptide sequence is YPSLMSRVV. (5) The MHC is HLA-A68:02 with pseudo-sequence HLA-A68:02. The binding affinity (normalized) is 0.453. The peptide sequence is AIFNNRNLA. (6) The peptide sequence is DMYFCHFYK. The MHC is HLA-A02:19 with pseudo-sequence HLA-A02:19. The binding affinity (normalized) is 0.0847. (7) The peptide sequence is TLMNVITLV. The MHC is HLA-A02:06 with pseudo-sequence HLA-A02:06. The binding affinity (normalized) is 0.912. (8) The peptide sequence is RECGARVIL. The MHC is HLA-A02:01 with pseudo-sequence HLA-A02:01. The binding affinity (normalized) is 0.0847. (9) The peptide sequence is GEYAPFARL. The MHC is HLA-A02:03 with pseudo-sequence HLA-A02:03. The binding affinity (normalized) is 0.0847. (10) The peptide sequence is SNTTGRLIW. The MHC is HLA-A24:02 with pseudo-sequence HLA-A24:02. The binding affinity (normalized) is 0.243.